Dataset: Reaction yield outcomes from USPTO patents with 853,638 reactions. Task: Predict the reaction yield, written as a fraction of the theoretical maximum amount of product (1.0 means a 100% yield; for example, 0.34 means a 34% yield). The reactants are [CH3:1][N:2]([CH3:37])[C@@H:3]1[CH2:7][CH2:6][N:5]([C:8]2[C:13]([N+:14]([O-])=O)=[CH:12][C:11]([NH:17][C:18]3[N:23]=[C:22]([C:24]4[C:32]5[C:27](=[CH:28][CH:29]=[CH:30][CH:31]=5)[N:26]([CH3:33])[CH:25]=4)[C:21]([CH3:34])=[CH:20][N:19]=3)=[C:10]([O:35][CH3:36])[CH:9]=2)[CH2:4]1.[NH4+].[Cl-].C(Cl)Cl.CO. The catalyst is C(O)C.O.[Fe]. The product is [CH3:37][N:2]([CH3:1])[C@@H:3]1[CH2:7][CH2:6][N:5]([C:8]2[CH:9]=[C:10]([O:35][CH3:36])[C:11]([NH:17][C:18]3[N:23]=[C:22]([C:24]4[C:32]5[C:27](=[CH:28][CH:29]=[CH:30][CH:31]=5)[N:26]([CH3:33])[CH:25]=4)[C:21]([CH3:34])=[CH:20][N:19]=3)=[CH:12][C:13]=2[NH2:14])[CH2:4]1. The yield is 0.840.